This data is from Full USPTO retrosynthesis dataset with 1.9M reactions from patents (1976-2016). The task is: Predict the reactants needed to synthesize the given product. (1) Given the product [C:34]([O:33][C:31]([NH:30][CH2:29][CH2:28][CH2:27][C@H:22]([NH:21][C:12]([C:8]1[C:7](=[O:15])[N:6]([CH2:5][C:4]2[CH:16]=[C:17]([Br:19])[CH:18]=[C:2]([Br:1])[CH:3]=2)[CH:11]=[CH:10][CH:9]=1)=[O:14])[C:23]([O:25][CH3:26])=[O:24])=[O:32])([CH3:36])([CH3:37])[CH3:35], predict the reactants needed to synthesize it. The reactants are: [Br:1][C:2]1[CH:3]=[C:4]([CH:16]=[C:17]([Br:19])[CH:18]=1)[CH2:5][N:6]1[CH:11]=[CH:10][CH:9]=[C:8]([C:12]([OH:14])=O)[C:7]1=[O:15].Cl.[NH2:21][C@@H:22]([CH2:27][CH2:28][CH2:29][NH:30][C:31]([O:33][C:34]([CH3:37])([CH3:36])[CH3:35])=[O:32])[C:23]([O:25][CH3:26])=[O:24].CN(C(ON1N=NC2C=CC=CC1=2)=[N+](C)C)C.F[P-](F)(F)(F)(F)F. (2) Given the product [C:16]([O:15][C:13]([N:10]1[CH2:11][CH:12]=[C:7]([B:22]2[O:26][C:25]([CH3:28])([CH3:27])[C:24]([CH3:30])([CH3:29])[O:23]2)[CH2:8][CH2:9]1)=[O:14])([CH3:19])([CH3:18])[CH3:17], predict the reactants needed to synthesize it. The reactants are: FC(F)(F)S(O[C:7]1[CH2:8][CH2:9][N:10]([C:13]([O:15][C:16]([CH3:19])([CH3:18])[CH3:17])=[O:14])[CH2:11][CH:12]=1)(=O)=O.[B:22]1([B:22]2[O:26][C:25]([CH3:28])([CH3:27])[C:24]([CH3:30])([CH3:29])[O:23]2)[O:26][C:25]([CH3:28])([CH3:27])[C:24]([CH3:30])([CH3:29])[O:23]1.C([O-])(=O)C.[K+]. (3) The reactants are: Br[C:2]1[C:3]([CH2:8]O)=[N:4][N:5]([CH3:7])[CH:6]=1.C1C=CC(OP(OC2C=CC=CC=2)([N:19]=[N+]=[N-])=O)=CC=1.N12CCCN=C1CCCCC2.C(Cl)Cl.[Cl:43][C:44]1[C:49]([F:50])=[CH:48][CH:47]=[C:46]([O:51][CH3:52])[C:45]=1[C@H:53]([C:55]1[C:63]2[C:58](=[N:59][CH:60]=[C:61](B3OC(C)(C)C(C)(C)O3)[CH:62]=2)[NH:57][CH:56]=1)[CH3:54].C([O-])([O-])=O.[K+].[K+].O.C1C=CC(P(C2C=CC=CC=2)C2C=CC=CC=2)=CC=1.[N-]=[N+]=[N-]. Given the product [Cl:43][C:44]1[C:49]([F:50])=[CH:48][CH:47]=[C:46]([O:51][CH3:52])[C:45]=1[C@H:53]([C:55]1[C:63]2[C:58](=[N:59][CH:60]=[C:61]([C:2]3[C:3]([CH2:8][NH2:19])=[N:4][N:5]([CH3:7])[CH:6]=3)[CH:62]=2)[NH:57][CH:56]=1)[CH3:54], predict the reactants needed to synthesize it. (4) The reactants are: CN(C(ON1N=NC2C=CC=NC1=2)=[N+](C)C)C.F[P-](F)(F)(F)(F)F.[CH3:25][C:26]1[CH:32]=[CH:31][C:29]([NH2:30])=[CH:28][C:27]=1[N:33]1[C:40]2[N:36]([N:37]=[C:38]([C:41]3[S:45][CH:44]=[N:43][CH:42]=3)[CH:39]=2)[CH:35]=[CH:34]1.[CH3:46][S:47]([C:50]1[CH:51]=[C:52]([CH:56]=[C:57]([S:59]([F:64])([F:63])([F:62])([F:61])[F:60])[CH:58]=1)[C:53](O)=[O:54])(=[O:49])=[O:48]. Given the product [CH3:46][S:47]([C:50]1[CH:51]=[C:52]([CH:56]=[C:57]([S:59]([F:64])([F:60])([F:61])([F:62])[F:63])[CH:58]=1)[C:53]([NH:30][C:29]1[CH:31]=[CH:32][C:26]([CH3:25])=[C:27]([N:33]2[C:40]3[N:36]([N:37]=[C:38]([C:41]4[S:45][CH:44]=[N:43][CH:42]=4)[CH:39]=3)[CH:35]=[CH:34]2)[CH:28]=1)=[O:54])(=[O:49])=[O:48], predict the reactants needed to synthesize it. (5) Given the product [C:8]1([C:14]2[O:18][C:17]([C:19]3[N:20]=[CH:21][O:22][C:23]=3[C:24]3[CH:25]=[C:26]([CH:41]=[CH:42][CH:43]=3)[CH2:27][NH:28][C:29](=[O:40])[C@@H:30]([NH2:32])[CH3:31])=[N:16][N:15]=2)[CH:9]=[CH:10][CH:11]=[CH:12][CH:13]=1, predict the reactants needed to synthesize it. The reactants are: FC(F)(F)C(O)=O.[C:8]1([C:14]2[O:18][C:17]([C:19]3[N:20]=[CH:21][O:22][C:23]=3[C:24]3[CH:25]=[C:26]([CH:41]=[CH:42][CH:43]=3)[CH2:27][NH:28][C:29](=[O:40])[C@@H:30]([NH:32]C(=O)OC(C)(C)C)[CH3:31])=[N:16][N:15]=2)[CH:13]=[CH:12][CH:11]=[CH:10][CH:9]=1.